The task is: Predict which catalyst facilitates the given reaction.. This data is from Catalyst prediction with 721,799 reactions and 888 catalyst types from USPTO. (1) Reactant: CCN(C(C)C)C(C)C.C1C=CC2N(O)N=NC=2C=1.CCN=C=NCCCN(C)C.[N:31]1[CH:36]=[CH:35][CH:34]=[C:33]([N:37]2[CH:41]=[C:40]([C:42]([NH:44][CH2:45][C:46]([OH:48])=O)=[O:43])[N:39]=[N:38]2)[CH:32]=1.NC1C=NC=CC=1.Cl.[F:57][C:58]1[CH:59]=[C:60]([CH:68]=[C:69]([C:71]([F:74])([F:73])[F:72])[CH:70]=1)[O:61][CH:62]1[CH2:67][CH2:66][NH:65][CH2:64][CH2:63]1.Cl.ClC1C=CC=CC=1OC1CCNCC1. Product: [F:57][C:58]1[CH:59]=[C:60]([CH:68]=[C:69]([C:71]([F:73])([F:72])[F:74])[CH:70]=1)[O:61][CH:62]1[CH2:63][CH2:64][N:65]([C:46](=[O:48])[CH2:45][NH:44][C:42]([C:40]2[N:39]=[N:38][N:37]([C:33]3[CH:32]=[N:31][CH:36]=[CH:35][CH:34]=3)[CH:41]=2)=[O:43])[CH2:66][CH2:67]1. The catalyst class is: 3. (2) Reactant: [Br:1][CH:2]([CH3:16])[C:3]([C:5]1[CH:14]=[CH:13][C:12]2[C:7](=[C:8]([Cl:15])[CH:9]=[CH:10][CH:11]=2)[CH:6]=1)=O.[NH:17]1[CH2:21][CH2:20][NH:19][C:18]1=[S:22].CC(O)=O. Product: [BrH:1].[Cl:15][C:8]1[CH:9]=[CH:10][CH:11]=[C:12]2[C:7]=1[CH:6]=[C:5]([C:3]1[N:19]3[CH2:20][CH2:21][N:17]=[C:18]3[S:22][C:2]=1[CH3:16])[CH:14]=[CH:13]2. The catalyst class is: 14. (3) Reactant: [CH3:1][C:2]1([CH3:28])[CH2:7][CH2:6][C:5]([C:8]2[C:13]([NH:14][C:15]([C:17]3[NH:18][C:19]([C:22]#[N:23])=[CH:20][N:21]=3)=[O:16])=[CH:12][CH:11]=[C:10]([C:24](O)([CH3:26])[CH3:25])[N:9]=2)=[CH:4][CH2:3]1.[CH3:29][N:30]1[CH2:35][CH2:34][NH:33][CH2:32][CH2:31]1.S(Cl)(Cl)=O. Product: [CH3:1][C:2]1([CH3:28])[CH2:7][CH2:6][C:5]([C:8]2[C:13]([NH:14][C:15]([C:17]3[NH:18][C:19]([C:22]#[N:23])=[CH:20][N:21]=3)=[O:16])=[CH:12][CH:11]=[C:10]([C:24]([CH3:26])([N:33]3[CH2:34][CH2:35][N:30]([CH3:29])[CH2:31][CH2:32]3)[CH3:25])[N:9]=2)=[CH:4][CH2:3]1. The catalyst class is: 2.